From a dataset of Peptide-MHC class II binding affinity with 134,281 pairs from IEDB. Regression. Given a peptide amino acid sequence and an MHC pseudo amino acid sequence, predict their binding affinity value. This is MHC class II binding data. (1) The peptide sequence is GWDLNAASAYCSTWD. The MHC is HLA-DPA10103-DPB10401 with pseudo-sequence HLA-DPA10103-DPB10401. The binding affinity (normalized) is 0.245. (2) The peptide sequence is FDISKISGEWYSIFL. The MHC is DRB1_1501 with pseudo-sequence DRB1_1501. The binding affinity (normalized) is 0.535. (3) The peptide sequence is ADKVAATAANAAPAN. The MHC is HLA-DPA10103-DPB10301 with pseudo-sequence HLA-DPA10103-DPB10301. The binding affinity (normalized) is 0.453. (4) The peptide sequence is IQLKCSDSMPCKDIK. The binding affinity (normalized) is 0.0880. The MHC is HLA-DQA10401-DQB10402 with pseudo-sequence HLA-DQA10401-DQB10402.